Dataset: Reaction yield outcomes from USPTO patents with 853,638 reactions. Task: Predict the reaction yield, written as a fraction of the theoretical maximum amount of product (1.0 means a 100% yield; for example, 0.34 means a 34% yield). (1) The reactants are [O:1]1[C@H:3]2[CH:4]=[C:5]3[C@@H:21]([C@@:22]4([CH3:28])[CH2:23][CH2:24][C@H:25]([OH:27])[CH2:26][C:2]124)[CH2:20][CH2:19][C@@:18]1([CH3:29])[C@H:6]3[CH2:7][CH2:8][C@@H:9]1[C@H:10]([CH3:17])[CH2:11][CH2:12][CH2:13][CH:14]([CH3:16])[CH3:15].[NH2:30][CH2:31][CH2:32][CH2:33][CH2:34][NH2:35].C(O)CCC. The catalyst is COC(C)(C)C. The product is [OH:1][C@:2]12[CH2:26][C@@H:25]([OH:27])[CH2:24][CH2:23][C@:22]1([CH3:28])[C@@H:21]1[C:5]([C@H:6]3[C@:18]([CH3:29])([CH2:19][CH2:20]1)[C@@H:9]([C@H:10]([CH3:17])[CH2:11][CH2:12][CH2:13][CH:14]([CH3:16])[CH3:15])[CH2:8][CH2:7]3)=[CH:4][C@H:3]2[NH:30][CH2:31][CH2:32][CH2:33][CH2:34][NH2:35]. The yield is 0.640. (2) The reactants are [F:1][C:2]1[CH:12]=[C:11]([C:13]2[N:14]=[N:15][C:16]([O:19][CH2:20][CH:21]3[CH2:26][CH2:25][N:24]([CH2:27][C:28]([F:31])([CH3:30])[CH3:29])[CH2:23][CH2:22]3)=[CH:17][CH:18]=2)[CH:10]=[CH:9][C:3]=1[C:4]([O:6]CC)=[O:5].O[Li].O. The catalyst is O. The product is [F:1][C:2]1[CH:12]=[C:11]([C:13]2[N:14]=[N:15][C:16]([O:19][CH2:20][CH:21]3[CH2:26][CH2:25][N:24]([CH2:27][C:28]([F:31])([CH3:29])[CH3:30])[CH2:23][CH2:22]3)=[CH:17][CH:18]=2)[CH:10]=[CH:9][C:3]=1[C:4]([OH:6])=[O:5]. The yield is 0.810. (3) The reactants are [F:1][C:2]1[CH:30]=[C:29]([N+:31]([O-])=O)[CH:28]=[CH:27][C:3]=1[O:4][C:5]1[CH:10]=[CH:9][N:8]=[C:7]2[CH:11]=[C:12]([C:14]3[N:19]=[CH:18][C:17]([CH2:20][N:21]4[CH2:25][CH2:24][CH2:23][C:22]4=[O:26])=[CH:16][CH:15]=3)[S:13][C:6]=12.[Cl-].[NH4+]. The catalyst is CO.O.[Fe]. The product is [NH2:31][C:29]1[CH:28]=[CH:27][C:3]([O:4][C:5]2[CH:10]=[CH:9][N:8]=[C:7]3[CH:11]=[C:12]([C:14]4[N:19]=[CH:18][C:17]([CH2:20][N:21]5[CH2:25][CH2:24][CH2:23][C:22]5=[O:26])=[CH:16][CH:15]=4)[S:13][C:6]=23)=[C:2]([F:1])[CH:30]=1. The yield is 0.870. (4) The reactants are [CH2:1]([N:3]=[C:4]=[O:5])[CH3:2].[NH2:6][C:7]1[N:12]=[CH:11][C:10](/[CH:13]=[CH:14]/[C:15]([N:17]([CH3:29])[CH2:18][C:19]2[N:20]([CH3:28])[C:21]3[C:26]([CH:27]=2)=[CH:25][CH:24]=[CH:23][CH:22]=3)=[O:16])=[CH:9][CH:8]=1.C(N(CC)CC)C. The catalyst is CN(C=O)C. The product is [CH2:1]([NH:3][C:4](=[O:5])[NH:6][C:7]1[N:12]=[CH:11][C:10](/[CH:13]=[CH:14]/[C:15]([N:17]([CH3:29])[CH2:18][C:19]2[N:20]([CH3:28])[C:21]3[C:26]([CH:27]=2)=[CH:25][CH:24]=[CH:23][CH:22]=3)=[O:16])=[CH:9][CH:8]=1)[CH3:2]. The yield is 0.240. (5) The reactants are [N:1]1([CH2:6][C:7]2[N:12]=[C:11]([NH:13]C(=O)OC(C)(C)C)[CH:10]=[CH:9][CH:8]=2)[CH2:5][CH2:4][CH2:3][CH2:2]1.FC(F)(F)C(O)=O. The catalyst is ClCCl. The product is [N:1]1([CH2:6][C:7]2[N:12]=[C:11]([NH2:13])[CH:10]=[CH:9][CH:8]=2)[CH2:5][CH2:4][CH2:3][CH2:2]1. The yield is 0.920.